Dataset: Full USPTO retrosynthesis dataset with 1.9M reactions from patents (1976-2016). Task: Predict the reactants needed to synthesize the given product. (1) Given the product [Cl:20][C:14]1[C:15]([Cl:19])=[CH:16][CH:17]=[CH:18][C:13]=1[CH2:12][N:6]([CH2:7][C:8]([F:10])([F:11])[F:9])[C:4](=[O:5])[CH:3]([CH2:21][C:22]1[CH:27]=[CH:26][C:25]([O:28][CH2:29][CH2:30][O:31][C:32]2[C:33]([Cl:40])=[CH:34][C:35]([CH3:39])=[CH:36][C:37]=2[Cl:38])=[CH:24][CH:23]=1)[CH2:1][NH:2][C:43](=[O:44])[O:45][C:46]([CH3:49])([CH3:48])[CH3:47], predict the reactants needed to synthesize it. The reactants are: [C:1](/[C:3](=[CH:21]\[C:22]1[CH:27]=[CH:26][C:25]([O:28][CH2:29][CH2:30][O:31][C:32]2[C:37]([Cl:38])=[CH:36][C:35]([CH3:39])=[CH:34][C:33]=2[Cl:40])=[CH:24][CH:23]=1)/[C:4]([N:6]([CH2:12][C:13]1[CH:18]=[CH:17][CH:16]=[C:15]([Cl:19])[C:14]=1[Cl:20])[CH2:7][C:8]([F:11])([F:10])[F:9])=[O:5])#[N:2].[BH4-].[Na+].[C:43](O[C:43]([O:45][C:46]([CH3:49])([CH3:48])[CH3:47])=[O:44])([O:45][C:46]([CH3:49])([CH3:48])[CH3:47])=[O:44].CCN(C(C)C)C(C)C. (2) Given the product [CH:19]1([NH:22][C:23](=[O:24])[C:25]2[CH:30]=[C:29]([C:2]3[CH:18]=[CH:17][C:5]4[C:6]([C:9]5[CH:14]=[CH:13][C:12]([O:15][CH3:16])=[CH:11][CH:10]=5)=[N:7][O:8][C:4]=4[CH:3]=3)[C:28]([CH3:34])=[C:27]([F:35])[CH:26]=2)[CH2:20][CH2:21]1, predict the reactants needed to synthesize it. The reactants are: Br[C:2]1[CH:18]=[CH:17][C:5]2[C:6]([C:9]3[CH:14]=[CH:13][C:12]([O:15][CH3:16])=[CH:11][CH:10]=3)=[N:7][O:8][C:4]=2[CH:3]=1.[CH:19]1([NH:22][C:23]([C:25]2[CH:26]=[C:27]([F:35])[C:28]([CH3:34])=[C:29](B(O)O)[CH:30]=2)=[O:24])[CH2:21][CH2:20]1.C(=O)([O-])O.[Na+]. (3) Given the product [Cl:23][C:18]1[CH:19]=[CH:20][CH:21]=[CH:22][C:17]=1[C:13]1[CH:14]=[CH:15][CH:16]=[C:11]([N:9]2[CH:10]=[C:6]([C:4]([C:26]3[S:25][CH:29]=[CH:28][N:27]=3)=[O:5])[N:7]=[CH:8]2)[CH:12]=1, predict the reactants needed to synthesize it. The reactants are: CON(C)[C:4]([C:6]1[N:7]=[CH:8][N:9]([C:11]2[CH:12]=[C:13]([C:17]3[CH:22]=[CH:21][CH:20]=[CH:19][C:18]=3[Cl:23])[CH:14]=[CH:15][CH:16]=2)[CH:10]=1)=[O:5].[S:25]1[CH:29]=[CH:28][N:27]=[CH:26]1.